Dataset: Reaction yield outcomes from USPTO patents with 853,638 reactions. Task: Predict the reaction yield, written as a fraction of the theoretical maximum amount of product (1.0 means a 100% yield; for example, 0.34 means a 34% yield). (1) The reactants are [CH3:1][N:2]1[CH2:7][CH2:6][N:5]([C:8]2[CH:9]=[CH:10][C:11]([N+:15]([O-])=O)=[C:12]([CH:14]=2)[NH2:13])[CH2:4][CH2:3]1.Cl.C(O[C:22](=N)[CH2:23][C:24]([O:26][CH2:27][CH3:28])=[O:25])C.[OH-].[Na+]. The catalyst is O. The product is [CH2:27]([O:26][C:24](=[O:25])[CH2:23][C:22]1[NH:13][C:12]2[CH:14]=[C:8]([N:5]3[CH2:6][CH2:7][N:2]([CH3:1])[CH2:3][CH2:4]3)[CH:9]=[CH:10][C:11]=2[N:15]=1)[CH3:28]. The yield is 0.901. (2) The reactants are [CH2:1]([O:8][C:9]1[CH:14]=[CH:13][C:12]([C:15]2[CH:20]=[CH:19][C:18]([O:21][C:22]([F:25])([F:24])[F:23])=[CH:17][CH:16]=2)=[CH:11][C:10]=1[CH:26]=O)[C:2]1[CH:7]=[CH:6][CH:5]=[CH:4][CH:3]=1.C(O)(=O)[CH2:29][C:30]([OH:32])=[O:31].N1CCCCC1.Cl. The catalyst is N1C=CC=CC=1. The product is [CH2:1]([O:8][C:9]1[CH:14]=[CH:13][C:12]([C:15]2[CH:16]=[CH:17][C:18]([O:21][C:22]([F:24])([F:25])[F:23])=[CH:19][CH:20]=2)=[CH:11][C:10]=1/[CH:26]=[CH:29]/[C:30]([OH:32])=[O:31])[C:2]1[CH:7]=[CH:6][CH:5]=[CH:4][CH:3]=1. The yield is 0.970. (3) The reactants are ClC(Cl)C(O)=O.N[C:8]1[N:9]([C:28]2[C:37]3[C:32](=[CH:33][CH:34]=[CH:35][CH:36]=3)[C:31]([CH:38]3[CH2:40][CH2:39]3)=[CH:30][CH:29]=2)[C:10]([S:13][CH2:14][C:15]([NH:17][C:18]2[CH:26]=[CH:25][C:21]([C:22]([OH:24])=[O:23])=[CH:20][C:19]=2[Cl:27])=[O:16])=[N:11][N:12]=1.N([O-])=O.[Na+].[Br:45]CBr. The catalyst is [Br-].C([N+](CC)(CC)CC)C1C=CC=CC=1. The product is [Br:45][C:8]1[N:9]([C:28]2[C:37]3[C:32](=[CH:33][CH:34]=[CH:35][CH:36]=3)[C:31]([CH:38]3[CH2:40][CH2:39]3)=[CH:30][CH:29]=2)[C:10]([S:13][CH2:14][C:15]([NH:17][C:18]2[CH:26]=[CH:25][C:21]([C:22]([OH:24])=[O:23])=[CH:20][C:19]=2[Cl:27])=[O:16])=[N:11][N:12]=1. The yield is 0.340. (4) The reactants are [F:1][C:2]1[CH:3]=[C:4]2[C:8](=[CH:9][CH:10]=1)[NH:7][N:6]=[C:5]2[I:11].[Cl:12][CH2:13][CH2:14]Cl.C([O-])([O-])=O.[K+].[K+]. The catalyst is C(#N)C. The product is [Cl:12][CH2:13][CH2:14][N:7]1[C:8]2[C:4](=[CH:3][C:2]([F:1])=[CH:10][CH:9]=2)[C:5]([I:11])=[N:6]1. The yield is 0.670. (5) The catalyst is C(N(CC)CC)C. The reactants are [CH:1]([N:4]1[C:8]([C:9]2[N:18]=[C:17]3[N:11]([CH2:12][CH2:13][O:14][C:15]4[CH:22]=[C:21](O)[N:20]=[CH:19][C:16]=43)[CH:10]=2)=[N:7][C:6](C)=[N:5]1)([CH3:3])[CH3:2].[CH3:25][O:26][C@H:27]1[CH2:31][CH2:30][NH:29][C@@H:28]1[C:32]([NH2:34])=[O:33]. The yield is 0.270. The product is [CH:1]([N:4]1[C:8]([C:9]2[N:18]=[C:17]3[C:16]4[CH:19]=[N:20][C:21]([N:29]5[CH2:30][CH2:31][C@H:27]([O:26][CH3:25])[C@H:28]5[C:32]([NH2:34])=[O:33])=[CH:22][C:15]=4[O:14][CH2:13][CH2:12][N:11]3[CH:10]=2)=[N:7][CH:6]=[N:5]1)([CH3:2])[CH3:3]. (6) The product is [CH3:1][C:2]1[N:7]=[C:6]2[S:8][C:9]3[CH2:14][CH2:13][CH2:12][CH2:11][C:10]=3[C:5]2=[C:4]([C:15]2[CH:20]=[CH:19][C:18]([Cl:21])=[C:17]([Cl:22])[CH:16]=2)[C:3]=1[CH:23]([CH2:39][CH2:38][CH3:42])[C:24]([O:26][CH3:27])=[O:25]. The reactants are [CH3:1][C:2]1[N:7]=[C:6]2[S:8][C:9]3[CH2:14][CH2:13][CH2:12][CH2:11][C:10]=3[C:5]2=[C:4]([C:15]2[CH:20]=[CH:19][C:18]([Cl:21])=[C:17]([Cl:22])[CH:16]=2)[C:3]=1[CH2:23][C:24]([O:26][CH3:27])=[O:25].[Li+].C[Si]([N-][Si](C)(C)C)(C)C.[CH2:38]1[CH2:42]OC[CH2:39]1.ICCC. The catalyst is CN(C=O)C. The yield is 0.820. (7) The reactants are [Cl:1][C:2]1[C:3]([C:22]2[C:27]([CH3:28])=[CH:26][C:25]([CH3:29])=[CH:24][N:23]=2)=[CH:4][C:5]([NH:8][CH2:9][CH2:10][C:11]2[C:16]([C:17](=O)[CH3:18])=[CH:15][N:14]=[C:13]([S:20][CH3:21])[N:12]=2)=[N:6][CH:7]=1.[BH-](OC(C)=O)(OC(C)=O)OC(C)=O.[Na+]. The catalyst is ClCCl. The product is [Cl:1][C:2]1[C:3]([C:22]2[C:27]([CH3:28])=[CH:26][C:25]([CH3:29])=[CH:24][N:23]=2)=[CH:4][C:5]([N:8]2[CH2:9][CH2:10][C:11]3[N:12]=[C:13]([S:20][CH3:21])[N:14]=[CH:15][C:16]=3[CH:17]2[CH3:18])=[N:6][CH:7]=1. The yield is 0.830. (8) The reactants are Br[C:2]1[CH:23]=[CH:22][CH:21]=[CH:20][C:3]=1[C:4]([NH:6][S:7]([C:10]1[CH:15]=[CH:14][CH:13]=[CH:12][C:11]=1[S:16](=[O:19])(=[O:18])[NH2:17])(=[O:9])=[O:8])=[O:5].C(=O)([O-])[O-].[K+].[K+].[CH3:30][C:31]([OH:50])([C:33]#[C:34][C:35]1[CH:40]=[CH:39][CH:38]=[C:37](B2OC(C)(C)C(C)(C)O2)[CH:36]=1)[CH3:32].O. The catalyst is O1CCCC1.C1C=CC(P(C2C=CC=CC=2)[C-]2C=CC=C2)=CC=1.C1C=CC(P(C2C=CC=CC=2)[C-]2C=CC=C2)=CC=1.Cl[Pd]Cl.[Fe+2]. The product is [OH:50][C:31]([CH3:32])([CH3:30])[C:33]#[C:34][C:35]1[CH:36]=[C:37]([C:2]2[C:3]([C:4]([NH:6][S:7]([C:10]3[CH:15]=[CH:14][CH:13]=[CH:12][C:11]=3[S:16](=[O:19])(=[O:18])[NH2:17])(=[O:9])=[O:8])=[O:5])=[CH:20][CH:21]=[CH:22][CH:23]=2)[CH:38]=[CH:39][CH:40]=1. The yield is 0.0200.